From a dataset of Full USPTO retrosynthesis dataset with 1.9M reactions from patents (1976-2016). Predict the reactants needed to synthesize the given product. (1) Given the product [CH2:1]([S:6][C:10]1[CH:15]=[CH:14][N+:13]([O-:16])=[CH:12][C:11]=1[CH3:17])[CH2:2][CH2:3][CH2:4][CH3:5], predict the reactants needed to synthesize it. The reactants are: [CH2:1]([SH:6])[CH2:2][CH2:3][CH2:4][CH3:5].[OH-].[Na+].Cl[C:10]1[CH:15]=[CH:14][N+:13]([O-:16])=[CH:12][C:11]=1[CH3:17]. (2) Given the product [Cl:1][C:2]1[CH:7]=[C:6]([F:8])[C:5]([CH:9]=[O:10])=[CH:4][C:3]=1[S:11]([NH2:14])(=[O:12])=[O:13], predict the reactants needed to synthesize it. The reactants are: [Cl:1][C:2]1[CH:7]=[C:6]([F:8])[C:5]([CH2:9][OH:10])=[CH:4][C:3]=1[S:11]([NH2:14])(=[O:13])=[O:12].